This data is from Peptide-MHC class II binding affinity with 134,281 pairs from IEDB. The task is: Regression. Given a peptide amino acid sequence and an MHC pseudo amino acid sequence, predict their binding affinity value. This is MHC class II binding data. (1) The MHC is HLA-DPA10301-DPB10402 with pseudo-sequence HLA-DPA10301-DPB10402. The binding affinity (normalized) is 0.297. The peptide sequence is KMIGGIGGFIKVRQYDQIHI. (2) The peptide sequence is STGGAYDTYKCIPSL. The MHC is DRB1_0901 with pseudo-sequence DRB1_0901. The binding affinity (normalized) is 0.227. (3) The peptide sequence is KAMENFTDDDFKIML. The MHC is DRB1_0101 with pseudo-sequence DRB1_0101. The binding affinity (normalized) is 0.423. (4) The peptide sequence is TPFPHRKGVLFNIQY. The MHC is DRB1_1101 with pseudo-sequence DRB1_1101. The binding affinity (normalized) is 0.438. (5) The peptide sequence is GWIISNIFGAIPVLA. The MHC is DRB1_1602 with pseudo-sequence DRB1_1602. The binding affinity (normalized) is 0.577. (6) The peptide sequence is GGSILKISNKYHTKG. The MHC is HLA-DPA10103-DPB10301 with pseudo-sequence HLA-DPA10103-DPB10301. The binding affinity (normalized) is 0.130.